From a dataset of Full USPTO retrosynthesis dataset with 1.9M reactions from patents (1976-2016). Predict the reactants needed to synthesize the given product. Given the product [OH:32][C:29]([CH3:31])([CH3:30])[CH2:28][C@@:19]1([C:22]2[CH:27]=[CH:26][CH:25]=[CH:24][CH:23]=2)[O:18][C:17](=[O:33])[N:16]([C@H:14]([C:11]2[CH:12]=[CH:13][C:8]([C:5]3[CH:4]=[CH:3][C:2]([N:40]4[CH2:47][CH2:46][CH2:45][C@@H:41]4[C:42]([NH2:44])=[O:43])=[N:7][CH:6]=3)=[CH:9][CH:10]=2)[CH3:15])[CH2:21][CH2:20]1, predict the reactants needed to synthesize it. The reactants are: F[C:2]1[N:7]=[CH:6][C:5]([C:8]2[CH:13]=[CH:12][C:11]([C@@H:14]([N:16]3[CH2:21][CH2:20][C@:19]([CH2:28][C:29]([OH:32])([CH3:31])[CH3:30])([C:22]4[CH:27]=[CH:26][CH:25]=[CH:24][CH:23]=4)[O:18][C:17]3=[O:33])[CH3:15])=[CH:10][CH:9]=2)=[CH:4][CH:3]=1.C(=O)([O-])[O-].[K+].[K+].[NH:40]1[CH2:47][CH2:46][CH2:45][C@@H:41]1[C:42]([NH2:44])=[O:43].C([O-])(O)=O.[Na+].